This data is from NCI-60 drug combinations with 297,098 pairs across 59 cell lines. The task is: Regression. Given two drug SMILES strings and cell line genomic features, predict the synergy score measuring deviation from expected non-interaction effect. (1) Drug 2: CCN(CC)CCNC(=O)C1=C(NC(=C1C)C=C2C3=C(C=CC(=C3)F)NC2=O)C. Drug 1: C1=CN(C(=O)N=C1N)C2C(C(C(O2)CO)O)O.Cl. Synergy scores: CSS=12.3, Synergy_ZIP=-1.80, Synergy_Bliss=2.37, Synergy_Loewe=-4.03, Synergy_HSA=-0.782. Cell line: UACC-257. (2) Drug 1: C(CC(=O)O)C(=O)CN.Cl. Drug 2: CC1C(C(CC(O1)OC2CC(CC3=C2C(=C4C(=C3O)C(=O)C5=CC=CC=C5C4=O)O)(C(=O)C)O)N)O. Cell line: HL-60(TB). Synergy scores: CSS=39.4, Synergy_ZIP=2.35, Synergy_Bliss=0.608, Synergy_Loewe=-33.6, Synergy_HSA=0.282. (3) Drug 1: CC(C)CN1C=NC2=C1C3=CC=CC=C3N=C2N. Drug 2: CC12CCC3C(C1CCC2OP(=O)(O)O)CCC4=C3C=CC(=C4)OC(=O)N(CCCl)CCCl.[Na+]. Cell line: HCT116. Synergy scores: CSS=15.1, Synergy_ZIP=5.91, Synergy_Bliss=11.4, Synergy_Loewe=1.57, Synergy_HSA=2.01. (4) Drug 1: C1C(C(OC1N2C=NC(=NC2=O)N)CO)O. Drug 2: C1CCC(C(C1)N)N.C(=O)(C(=O)[O-])[O-].[Pt+4]. Cell line: MALME-3M. Synergy scores: CSS=11.4, Synergy_ZIP=-6.93, Synergy_Bliss=1.22, Synergy_Loewe=3.08, Synergy_HSA=4.19. (5) Drug 1: C1CN1P(=S)(N2CC2)N3CC3. Drug 2: CN1C2=C(C=C(C=C2)N(CCCl)CCCl)N=C1CCCC(=O)O.Cl. Cell line: IGROV1. Synergy scores: CSS=7.93, Synergy_ZIP=-2.21, Synergy_Bliss=1.62, Synergy_Loewe=-4.36, Synergy_HSA=1.45. (6) Drug 1: CC12CCC3C(C1CCC2=O)CC(=C)C4=CC(=O)C=CC34C. Drug 2: CCCCCOC(=O)NC1=NC(=O)N(C=C1F)C2C(C(C(O2)C)O)O. Cell line: CAKI-1. Synergy scores: CSS=15.9, Synergy_ZIP=2.43, Synergy_Bliss=4.48, Synergy_Loewe=-16.4, Synergy_HSA=5.44. (7) Synergy scores: CSS=7.84, Synergy_ZIP=-3.20, Synergy_Bliss=0.685, Synergy_Loewe=-10.9, Synergy_HSA=-2.25. Drug 1: CC1=C2C(C(=O)C3(C(CC4C(C3C(C(C2(C)C)(CC1OC(=O)C(C(C5=CC=CC=C5)NC(=O)OC(C)(C)C)O)O)OC(=O)C6=CC=CC=C6)(CO4)OC(=O)C)O)C)O. Cell line: OVCAR-4. Drug 2: C(CCl)NC(=O)N(CCCl)N=O.